From a dataset of Forward reaction prediction with 1.9M reactions from USPTO patents (1976-2016). Predict the product of the given reaction. (1) Given the reactants [NH2:1][C:2]1[CH:11]=[CH:10][C:5]([C:6]([O:8][CH3:9])=[O:7])=[CH:4][C:3]=1[NH:12][C:13]([C:15]1[O:16][C:17]([CH2:20][C:21]2[C:29]3[O:28][C:27]([CH:30]([CH3:32])[CH3:31])=[CH:26][C:25]=3[CH:24]=[C:23]([Cl:33])[CH:22]=2)=[CH:18][CH:19]=1)=O, predict the reaction product. The product is: [Cl:33][C:23]1[CH:22]=[C:21]([CH2:20][C:17]2[O:16][C:15]([C:13]3[NH:1][C:2]4[CH:11]=[CH:10][C:5]([C:6]([O:8][CH3:9])=[O:7])=[CH:4][C:3]=4[N:12]=3)=[CH:19][CH:18]=2)[C:29]2[O:28][C:27]([CH:30]([CH3:31])[CH3:32])=[CH:26][C:25]=2[CH:24]=1. (2) Given the reactants [N+:1]([C:4]1[N:5]=[CH:6][N:7]([C:9]([C:22]2[CH:27]=[CH:26][CH:25]=[CH:24][CH:23]=2)([C:16]2[CH:21]=[CH:20][CH:19]=[CH:18][CH:17]=2)[C:10]2[CH:15]=[CH:14][CH:13]=[CH:12][CH:11]=2)[CH:8]=1)([O-])=O, predict the reaction product. The product is: [C:9]([N:7]1[CH:8]=[C:4]([NH2:1])[N:5]=[CH:6]1)([C:22]1[CH:23]=[CH:24][CH:25]=[CH:26][CH:27]=1)([C:16]1[CH:17]=[CH:18][CH:19]=[CH:20][CH:21]=1)[C:10]1[CH:15]=[CH:14][CH:13]=[CH:12][CH:11]=1. (3) Given the reactants Br[CH2:2][CH2:3][CH2:4][N:5]([CH3:12])[C:6]1[CH:11]=[CH:10][CH:9]=[CH:8][CH:7]=1.[C:13]1([OH:19])[CH:18]=[CH:17][CH:16]=[CH:15][CH:14]=1.C([O-])([O-])=O.[K+].[K+], predict the reaction product. The product is: [CH3:12][N:5]([CH2:4][CH2:3][CH2:2][O:19][C:13]1[CH:18]=[CH:17][CH:16]=[CH:15][CH:14]=1)[C:6]1[CH:11]=[CH:10][CH:9]=[CH:8][CH:7]=1. (4) The product is: [CH2:12]([O:11][C:9]([C:8]1([C:5]2[CH:4]=[CH:3][C:2]([Br:1])=[CH:7][CH:6]=2)[CH2:17][CH2:16][CH2:15]1)=[O:10])[CH3:13]. Given the reactants [Br:1][C:2]1[CH:7]=[CH:6][C:5]([CH2:8][C:9]([O:11][CH2:12][CH3:13])=[O:10])=[CH:4][CH:3]=1.Br[CH2:15][CH2:16][CH2:17]Br, predict the reaction product. (5) Given the reactants Br[C:2]1[CH:7]=[CH:6][N:5]=[C:4]2[NH:8][C:9]([C:11]3[CH2:12][CH2:13][N:14]([S:17]([CH3:20])(=[O:19])=[O:18])[CH2:15][CH:16]=3)=[CH:10][C:3]=12.[CH3:21][O:22][C:23]([C:25]1[CH:30]=[CH:29][C:28](B(O)O)=[CH:27][CH:26]=1)=[O:24].C(=O)(O)[O-].[Na+].O, predict the reaction product. The product is: [CH3:20][S:17]([N:14]1[CH2:15][CH:16]=[C:11]([C:9]2[NH:8][C:4]3=[N:5][CH:6]=[CH:7][C:2]([C:28]4[CH:29]=[CH:30][C:25]([C:23]([O:22][CH3:21])=[O:24])=[CH:26][CH:27]=4)=[C:3]3[CH:10]=2)[CH2:12][CH2:13]1)(=[O:19])=[O:18]. (6) The product is: [OH:6][C@H:3]1[CH2:4][CH2:5][N:1]([CH2:9][CH2:8][C:7]#[N:10])[CH2:2]1. Given the reactants [NH:1]1[CH2:5][CH2:4][C@H:3]([OH:6])[CH2:2]1.[C:7](#[N:10])[CH:8]=[CH2:9], predict the reaction product. (7) The product is: [CH2:23]([O:25][C:26](=[O:39])[C:27]([O:30][C:31]1[CH:36]=[CH:35][C:34]([O:12][CH2:11][C:10]2[C:5]([CH2:4][N:2]([CH3:1])[CH3:3])=[N:6][C:7]([C:13]3[CH:14]=[CH:15][C:16]([C:19]([F:22])([F:21])[F:20])=[CH:17][CH:18]=3)=[CH:8][CH:9]=2)=[CH:33][C:32]=1[CH3:38])([CH3:28])[CH3:29])[CH3:24]. Given the reactants [CH3:1][N:2]([CH2:4][C:5]1[C:10]([CH2:11][OH:12])=[CH:9][CH:8]=[C:7]([C:13]2[CH:18]=[CH:17][C:16]([C:19]([F:22])([F:21])[F:20])=[CH:15][CH:14]=2)[N:6]=1)[CH3:3].[CH2:23]([O:25][C:26](=[O:39])[C:27]([O:30][C:31]1[CH:36]=[CH:35][C:34](O)=[CH:33][C:32]=1[CH3:38])([CH3:29])[CH3:28])[CH3:24].C(P(CCCC)CCCC)CCC.CN(C)C(N=NC(N(C)C)=O)=O, predict the reaction product. (8) Given the reactants Cl.[NH2:2][OH:3].[Cl:4][C:5]1[CH:6]=[C:7]([C@@H:15]([CH2:26][CH:27]2[CH2:32][CH2:31][C:30](=O)[CH2:29][CH2:28]2)[C:16]([NH:18][C:19]2[CH:24]=[N:23][C:22]([Cl:25])=[CH:21][N:20]=2)=[O:17])[CH:8]=[CH:9][C:10]=1[S:11]([CH3:14])(=[O:13])=[O:12], predict the reaction product. The product is: [Cl:4][C:5]1[CH:6]=[C:7]([C@@H:15]([CH2:26][CH:27]2[CH2:32][CH2:31][C:30](=[N:2][OH:3])[CH2:29][CH2:28]2)[C:16]([NH:18][C:19]2[CH:24]=[N:23][C:22]([Cl:25])=[CH:21][N:20]=2)=[O:17])[CH:8]=[CH:9][C:10]=1[S:11]([CH3:14])(=[O:13])=[O:12]. (9) Given the reactants [CH2:1]([N:3]1[C:7]2[CH:8]=[CH:9][CH:10]=[CH:11][C:6]=2[N:5]([CH2:12][CH3:13])[CH:4]1[CH2:14][C:15]#[N:16])[CH3:2].[Cl:17][C:18]1[N:23]=[C:22](Cl)[C:21]([CH3:25])=[CH:20][N:19]=1, predict the reaction product. The product is: [Cl:17][C:18]1[N:23]=[C:22]([CH:14]([CH:4]2[N:3]([CH2:1][CH3:2])[C:7]3[CH:8]=[CH:9][CH:10]=[CH:11][C:6]=3[N:5]2[CH2:12][CH3:13])[C:15]#[N:16])[C:21]([CH3:25])=[CH:20][N:19]=1.